From a dataset of Forward reaction prediction with 1.9M reactions from USPTO patents (1976-2016). Predict the product of the given reaction. Given the reactants [C:1]1([C@H:7]2[CH2:9][C@H:8]2[C:10](OCC)=[O:11])[CH:6]=[CH:5][CH:4]=[CH:3][CH:2]=1.[H-].[Li+].[Al+3].[H-].[H-].[H-].O.O.O.O.O.O.O.O.O.O.S([O-])([O-])(=O)=O.[Na+].[Na+], predict the reaction product. The product is: [C:1]1([C@H:7]2[CH2:9][C@H:8]2[CH2:10][OH:11])[CH:6]=[CH:5][CH:4]=[CH:3][CH:2]=1.